Task: Predict the product of the given reaction.. Dataset: Forward reaction prediction with 1.9M reactions from USPTO patents (1976-2016) Given the reactants [CH3:1][CH:2]([OH:5])[CH2:3][OH:4].[CH2:6]([OH:14])[C:7]([CH2:12][OH:13])([CH2:10][OH:11])[CH2:8][OH:9].[CH3:15][C:16]1[C:17]([N:25]=[C:26]=[O:27])=[CH:18][C:19]([N:22]=[C:23]=[O:24])=[CH:20][CH:21]=1, predict the reaction product. The product is: [CH3:1][CH:2]([OH:5])[CH2:3][OH:4].[CH2:6]([OH:14])[C:7]([CH2:12][OH:13])([CH2:10][OH:11])[CH2:8][OH:9].[CH3:15][C:16]1[C:17]([N:25]=[C:26]=[O:27])=[CH:18][C:19]([N:22]=[C:23]=[O:24])=[CH:20][CH:21]=1.